This data is from Peptide-MHC class I binding affinity with 185,985 pairs from IEDB/IMGT. The task is: Regression. Given a peptide amino acid sequence and an MHC pseudo amino acid sequence, predict their binding affinity value. This is MHC class I binding data. (1) The peptide sequence is VLYCVHQRV. The MHC is HLA-A03:01 with pseudo-sequence HLA-A03:01. The binding affinity (normalized) is 0.0847. (2) The peptide sequence is ELAYYNSCM. The MHC is HLA-A68:02 with pseudo-sequence HLA-A68:02. The binding affinity (normalized) is 0.480.